The task is: Regression. Given a peptide amino acid sequence and an MHC pseudo amino acid sequence, predict their binding affinity value. This is MHC class I binding data.. This data is from Peptide-MHC class I binding affinity with 185,985 pairs from IEDB/IMGT. (1) The peptide sequence is EFFGWAEGY. The MHC is HLA-A02:06 with pseudo-sequence HLA-A02:06. The binding affinity (normalized) is 0.0847. (2) The peptide sequence is RIYKRSLKL. The MHC is HLA-B39:01 with pseudo-sequence HLA-B39:01. The binding affinity (normalized) is 0.0847. (3) The peptide sequence is KMNWFLNW. The MHC is Mamu-B17 with pseudo-sequence Mamu-B17. The binding affinity (normalized) is 0.220. (4) The peptide sequence is LPAMCNVY. The MHC is HLA-B07:02 with pseudo-sequence HLA-B07:02. The binding affinity (normalized) is 0.0794. (5) The peptide sequence is ITMVNSLTY. The MHC is SLA-30401 with pseudo-sequence SLA-30401. The binding affinity (normalized) is 0.0847. (6) The peptide sequence is AMMWRIAQL. The MHC is HLA-A11:01 with pseudo-sequence HLA-A11:01. The binding affinity (normalized) is 0.0847. (7) The peptide sequence is HVASGFIE. The MHC is Mamu-B08 with pseudo-sequence Mamu-B08. The binding affinity (normalized) is 0.